Dataset: NCI-60 drug combinations with 297,098 pairs across 59 cell lines. Task: Regression. Given two drug SMILES strings and cell line genomic features, predict the synergy score measuring deviation from expected non-interaction effect. (1) Drug 1: COC1=C(C=C2C(=C1)N=CN=C2NC3=CC(=C(C=C3)F)Cl)OCCCN4CCOCC4. Drug 2: C1=NC2=C(N=C(N=C2N1C3C(C(C(O3)CO)O)O)F)N. Cell line: MDA-MB-435. Synergy scores: CSS=7.24, Synergy_ZIP=0.484, Synergy_Bliss=-4.84, Synergy_Loewe=-6.97, Synergy_HSA=-3.28. (2) Drug 1: CN(C)C1=NC(=NC(=N1)N(C)C)N(C)C. Drug 2: CN(C(=O)NC(C=O)C(C(C(CO)O)O)O)N=O. Cell line: MALME-3M. Synergy scores: CSS=-4.24, Synergy_ZIP=1.25, Synergy_Bliss=-2.00, Synergy_Loewe=-7.24, Synergy_HSA=-7.82. (3) Drug 1: CC1=C2C(C(=O)C3(C(CC4C(C3C(C(C2(C)C)(CC1OC(=O)C(C(C5=CC=CC=C5)NC(=O)C6=CC=CC=C6)O)O)OC(=O)C7=CC=CC=C7)(CO4)OC(=O)C)O)C)OC(=O)C. Drug 2: B(C(CC(C)C)NC(=O)C(CC1=CC=CC=C1)NC(=O)C2=NC=CN=C2)(O)O. Cell line: CAKI-1. Synergy scores: CSS=30.7, Synergy_ZIP=-4.57, Synergy_Bliss=2.32, Synergy_Loewe=-9.38, Synergy_HSA=2.21. (4) Drug 1: CN1CCC(CC1)COC2=C(C=C3C(=C2)N=CN=C3NC4=C(C=C(C=C4)Br)F)OC. Drug 2: CC1=C(C(=CC=C1)Cl)NC(=O)C2=CN=C(S2)NC3=CC(=NC(=N3)C)N4CCN(CC4)CCO. Cell line: HCT116. Synergy scores: CSS=7.01, Synergy_ZIP=-2.93, Synergy_Bliss=-3.11, Synergy_Loewe=-9.36, Synergy_HSA=-3.48. (5) Drug 1: COC1=C(C=C2C(=C1)N=CN=C2NC3=CC(=C(C=C3)F)Cl)OCCCN4CCOCC4. Drug 2: C1C(C(OC1N2C=NC3=C2NC=NCC3O)CO)O. Cell line: U251. Synergy scores: CSS=12.5, Synergy_ZIP=-4.04, Synergy_Bliss=-2.23, Synergy_Loewe=-0.290, Synergy_HSA=0.207. (6) Drug 1: C1=CC(=CC=C1C#N)C(C2=CC=C(C=C2)C#N)N3C=NC=N3. Drug 2: CC12CCC3C(C1CCC2OP(=O)(O)O)CCC4=C3C=CC(=C4)OC(=O)N(CCCl)CCCl.[Na+]. Cell line: MOLT-4. Synergy scores: CSS=-0.781, Synergy_ZIP=0.865, Synergy_Bliss=-2.08, Synergy_Loewe=-1.86, Synergy_HSA=-4.01.